Dataset: Catalyst prediction with 721,799 reactions and 888 catalyst types from USPTO. Task: Predict which catalyst facilitates the given reaction. (1) Reactant: C([Li])CCC.Br[C:7]1[CH:12]=[C:11]([Cl:13])[CH:10]=[CH:9][C:8]=1[O:14][CH2:15][C:16]1[CH:21]=[CH:20][CH:19]=[CH:18][CH:17]=1.C[O:23][B:24](OC)[O:25]C.Cl. Product: [CH2:15]([O:14][C:8]1[CH:9]=[CH:10][C:11]([Cl:13])=[CH:12][C:7]=1[B:24]([OH:25])[OH:23])[C:16]1[CH:21]=[CH:20][CH:19]=[CH:18][CH:17]=1. The catalyst class is: 27. (2) Reactant: [Br:1][C:2]1[CH:3]=[CH:4][C:5]([N+:13]([O-:15])=[O:14])=[C:6](/[CH:8]=C/N(C)C)[CH:7]=1.C1C[O:19]CC1. Product: [Br:1][C:2]1[CH:3]=[CH:4][C:5]([N+:13]([O-:15])=[O:14])=[C:6]([CH:7]=1)[CH:8]=[O:19]. The catalyst class is: 6. (3) Reactant: [CH:1]1[CH:6]=[CH:5][C:4]([CH2:7][C@H:8]([N:12]2[C:21](=[O:22])[C:20]3[C:15](=[CH:16][CH:17]=[CH:18][CH:19]=3)[C:13]2=[O:14])[C:9]([OH:11])=O)=[CH:3][CH:2]=1.[NH2:23][CH2:24][C:25]([C:27]1[CH:32]=[CH:31][CH:30]=[CH:29][CH:28]=1)=[O:26].CN([P+](ON1N=NC2C=CC=CC1=2)(N(C)C)N(C)C)C.F[P-](F)(F)(F)(F)F. Product: [O:14]=[C:13]1[C:15]2[C:20](=[CH:19][CH:18]=[CH:17][CH:16]=2)[C:21](=[O:22])[N:12]1[C@@H:8]([CH2:7][C:4]1[CH:5]=[CH:6][CH:1]=[CH:2][CH:3]=1)[C:9]([NH:23][CH2:24][C:25](=[O:26])[C:27]1[CH:32]=[CH:31][CH:30]=[CH:29][CH:28]=1)=[O:11]. The catalyst class is: 17. (4) Reactant: [CH3:1][O:2][C:3](=[O:30])[CH2:4][N:5]1[CH2:11][C:10]([CH2:12][N:13]=[N+]=[N-])=[CH:9][CH2:8][CH:7]([NH:16][C:17]([C:19]2[C:28]3[C:23](=[CH:24][CH:25]=[CH:26][CH:27]=3)[CH:22]=[CH:21][N:20]=2)=[O:18])[C:6]1=[O:29].C1(P(C2C=CC=CC=2)C2C=CC=CC=2)C=CC=CC=1. Product: [CH3:1][O:2][C:3](=[O:30])[CH2:4][N:5]1[CH2:11][C:10]([CH2:12][NH2:13])=[CH:9][CH2:8][CH:7]([NH:16][C:17]([C:19]2[C:28]3[C:23](=[CH:24][CH:25]=[CH:26][CH:27]=3)[CH:22]=[CH:21][N:20]=2)=[O:18])[C:6]1=[O:29]. The catalyst class is: 20. (5) Reactant: [Cl:1][C:2]1[CH:3]=[C:4]([NH:17][C:18]2[C:27]3[C:22](=[CH:23][CH:24]=[C:25]([C:28](=O)[C:29]#[C:30][CH3:31])[CH:26]=3)[N:21]=[CH:20][N:19]=2)[CH:5]=[CH:6][C:7]=1[O:8][CH2:9][C:10]1[CH:15]=[CH:14][CH:13]=[C:12]([F:16])[CH:11]=1.C([O:36][CH2:37][CH2:38][O:39][NH2:40])(=O)C.CS(O)(=O)=O.C(=O)([O-])O.[Na+]. Product: [Cl:1][C:2]1[CH:3]=[C:4]([NH:17][C:18]2[C:27]3[C:22](=[CH:23][CH:24]=[C:25]([C:28](=[N:40][O:39][CH2:38][CH2:37][OH:36])[C:29]#[C:30][CH3:31])[CH:26]=3)[N:21]=[CH:20][N:19]=2)[CH:5]=[CH:6][C:7]=1[O:8][CH2:9][C:10]1[CH:15]=[CH:14][CH:13]=[C:12]([F:16])[CH:11]=1. The catalyst class is: 12. (6) Reactant: [Cl:1][C:2]1[CH:3]=[C:4]2[C:8](=[C:9]([C:11]3[CH:16]=[C:15]([O:17]C)[N:14]=[CH:13][N:12]=3)[CH:10]=1)[N:7]([CH3:19])[N:6]=[CH:5]2.Br. Product: [Cl:1][C:2]1[CH:3]=[C:4]2[C:8](=[C:9]([C:11]3[N:12]=[CH:13][N:14]=[C:15]([OH:17])[CH:16]=3)[CH:10]=1)[N:7]([CH3:19])[N:6]=[CH:5]2. The catalyst class is: 52.